From a dataset of Reaction yield outcomes from USPTO patents with 853,638 reactions. Predict the reaction yield, written as a fraction of the theoretical maximum amount of product (1.0 means a 100% yield; for example, 0.34 means a 34% yield). (1) The reactants are C(OC([NH:8][C:9]1[S:13][C:12]([C:14]2[C:19]([F:20])=[CH:18][CH:17]=[CH:16][C:15]=2[F:21])=[N:11][C:10]=1[C:22]([OH:24])=O)=O)(C)(C)C.[NH2:25][C:26]1[C:27]([N:35]2[CH2:40][C@H:39]([CH3:41])[C@@:38]([OH:43])([CH3:42])[C@H:37]([NH:44]C(=O)OC(C)(C)C)[CH2:36]2)=[C:28]2[CH2:34][CH2:33][O:32][C:29]2=[N:30][CH:31]=1.CN(C(ON1N=NC2C=CC=NC1=2)=[N+](C)C)C.F[P-](F)(F)(F)(F)F.CCN(C(C)C)C(C)C. The catalyst is CN(C=O)C. The product is [NH2:8][C:9]1[S:13][C:12]([C:14]2[C:15]([F:21])=[CH:16][CH:17]=[CH:18][C:19]=2[F:20])=[N:11][C:10]=1[C:22]([NH:25][C:26]1[C:27]([N:35]2[CH2:40][C@H:39]([CH3:41])[C@@:38]([OH:43])([CH3:42])[C@H:37]([NH2:44])[CH2:36]2)=[C:28]2[CH2:34][CH2:33][O:32][C:29]2=[N:30][CH:31]=1)=[O:24]. The yield is 0.290. (2) The reactants are [CH3:1][C:2]1[C:6]2=[N+:7]([O-])[C:8]([CH3:11])=[CH:9][CH:10]=[C:5]2[O:4][N:3]=1.O=P(Cl)(Cl)[Cl:15].C([O-])(O)=O.[Na+]. The catalyst is C(Cl)(Cl)Cl. The product is [Cl:15][C:10]1[CH:9]=[C:8]([CH3:11])[N:7]=[C:6]2[C:2]([CH3:1])=[N:3][O:4][C:5]=12. The yield is 0.577.